This data is from Retrosynthesis with 50K atom-mapped reactions and 10 reaction types from USPTO. The task is: Predict the reactants needed to synthesize the given product. (1) Given the product CC(C)(C)OC(=O)N1CCCC(Cc2ncn3c2CCc2ccccc2-3)C1=O, predict the reactants needed to synthesize it. The reactants are: CC(C)(C)OC(=O)N1CCC/C(=C\c2ncn3c2CCc2ccccc2-3)C1=O. (2) Given the product NCC1(C(=O)NCc2ccc(Cl)nc2)CCN(c2ncnc3[nH]ccc23)CC1, predict the reactants needed to synthesize it. The reactants are: N#CC1(C(=O)NCc2ccc(Cl)nc2)CCN(c2ncnc3[nH]ccc23)CC1. (3) Given the product COc1ccc(Cl)cc1NS(=O)(=O)c1ccc(OC)c2c1OC[C@H](NC(=O)C(F)(F)F)C2, predict the reactants needed to synthesize it. The reactants are: COc1ccc(Cl)cc1N.COc1ccc(S(=O)(=O)Cl)c2c1C[C@@H](NC(=O)C(F)(F)F)CO2. (4) Given the product Cc1ccc(COc2cccc(-c3c(C(=O)c4ccccc4)cnc4c(C(F)(F)F)cccc34)c2)cc1, predict the reactants needed to synthesize it. The reactants are: Cc1ccc(CBr)cc1.O=C(c1ccccc1)c1cnc2c(C(F)(F)F)cccc2c1-c1cccc(O)c1. (5) Given the product Cc1ccccc1-c1ccc(C#N)cc1, predict the reactants needed to synthesize it. The reactants are: Cc1ccccc1B(O)O.N#Cc1ccc(Cl)cc1. (6) Given the product CNC(=O)NC(F)(F)F, predict the reactants needed to synthesize it. The reactants are: CN.O=C=NC(F)(F)F.